Dataset: Catalyst prediction with 721,799 reactions and 888 catalyst types from USPTO. Task: Predict which catalyst facilitates the given reaction. (1) Product: [Cl:31][C:29]1[N:28]=[C:27]([NH:3][C:4]2[CH:5]=[CH:6][C:7]([N:15]3[CH2:16][CH2:17][N:18]([CH:21]([CH3:23])[CH3:22])[CH2:19][CH2:20]3)=[C:8]3[C:12]=2[C:11](=[O:13])[N:10]([CH3:14])[CH2:9]3)[C:26]([C:32]#[N:33])=[CH:25][CH:30]=1. Reactant: [H-].[Na+].[NH2:3][C:4]1[CH:5]=[CH:6][C:7]([N:15]2[CH2:20][CH2:19][N:18]([CH:21]([CH3:23])[CH3:22])[CH2:17][CH2:16]2)=[C:8]2[C:12]=1[C:11](=[O:13])[N:10]([CH3:14])[CH2:9]2.Cl[C:25]1[CH:30]=[C:29]([Cl:31])[N:28]=[CH:27][C:26]=1[C:32]#[N:33]. The catalyst class is: 49. (2) Reactant: [CH3:1][CH:2]([O:4][C:5]1[CH:13]=[CH:12][C:8]([C:9]([OH:11])=O)=[CH:7][C:6]=1[C:14]([F:17])([F:16])[F:15])[CH3:3].C1C=CC2N(O)N=NC=2C=1.C(Cl)CCl.O[NH:33][C:34](=[NH:53])[C:35]1[CH:52]=[CH:51][C:38]2[CH2:39][CH2:40][N:41]([C:44]([O:46][C:47]([CH3:50])([CH3:49])[CH3:48])=[O:45])[CH2:42][CH2:43][C:37]=2[CH:36]=1. Product: [CH3:3][CH:2]([O:4][C:5]1[CH:13]=[CH:12][C:8]([C:9]2[O:11][N:33]=[C:34]([C:35]3[CH:52]=[CH:51][C:38]4[CH2:39][CH2:40][N:41]([C:44]([O:46][C:47]([CH3:48])([CH3:49])[CH3:50])=[O:45])[CH2:42][CH2:43][C:37]=4[CH:36]=3)[N:53]=2)=[CH:7][C:6]=1[C:14]([F:17])([F:16])[F:15])[CH3:1]. The catalyst class is: 3. (3) Reactant: Br[C:2]1[C:3](=[O:10])[N:4]([CH3:9])[CH:5]=[C:6]([Br:8])[CH:7]=1.[NH2:11][C:12]1[CH:23]=[C:15]2[CH2:16][N:17]([C:20](=[O:22])[CH3:21])[CH2:18][CH2:19][N:14]2[N:13]=1.CC1(C)C2C(=C(P(C3C=CC=CC=3)C3C=CC=CC=3)C=CC=2)OC2C(P(C3C=CC=CC=3)C3C=CC=CC=3)=CC=CC1=2.C(=O)([O-])[O-].[Cs+].[Cs+]. Product: [C:20]([N:17]1[CH2:18][CH2:19][N:14]2[N:13]=[C:12]([NH:11][C:2]3[C:3](=[O:10])[N:4]([CH3:9])[CH:5]=[C:6]([Br:8])[CH:7]=3)[CH:23]=[C:15]2[CH2:16]1)(=[O:22])[CH3:21]. The catalyst class is: 102. (4) The catalyst class is: 2. Reactant: [NH2:1][CH2:2][CH:3]([OH:29])[CH2:4][O:5][C:6]1[C:11]([CH3:12])=[CH:10][C:9]([C:13]2[N:17]=[C:16]([C:18]3[S:19][CH:20]=[C:21]([CH2:24][CH:25]([CH3:27])[CH3:26])[C:22]=3[CH3:23])[O:15][N:14]=2)=[CH:8][C:7]=1[CH3:28].[C:30]([N:37]([CH2:39][C:40](O)=[O:41])C)(OC(C)(C)C)=O.CCN(C(C)C)C(C)C.CN(C(ON1N=NC2C=CC=CC1=2)=[N+](C)C)C.[B-](F)(F)(F)F. Product: [OH:29][CH:3]([CH2:4][O:5][C:6]1[C:11]([CH3:12])=[CH:10][C:9]([C:13]2[N:17]=[C:16]([C:18]3[S:19][CH:20]=[C:21]([CH2:24][CH:25]([CH3:27])[CH3:26])[C:22]=3[CH3:23])[O:15][N:14]=2)=[CH:8][C:7]=1[CH3:28])[CH2:2][NH:1][C:40](=[O:41])[CH2:39][NH:37][CH3:30]. (5) Reactant: C(OC(=O)[NH:7][C@H:8]1[CH2:13][C@@H:12]([N:14]2[CH2:21][C:20]3[CH2:19][NH:18][N:17]([S:22]([CH:25]4[CH2:29][CH2:28][CH2:27][CH2:26]4)(=[O:24])=[O:23])[C:16]=3[CH2:15]2)[CH2:11][O:10][C@@H:9]1[C:30]1[CH:35]=[C:34]([F:36])[CH:33]=[CH:32][C:31]=1[F:37])(C)(C)C.FC(F)(F)C(O)=O. Product: [F:37][C:31]1[CH:32]=[CH:33][C:34]([F:36])=[CH:35][C:30]=1[C@@H:9]1[C@@H:8]([NH2:7])[CH2:13][C@@H:12]([N:14]2[CH2:21][C:20]3[CH2:19][NH:18][N:17]([S:22]([CH:25]4[CH2:29][CH2:28][CH2:27][CH2:26]4)(=[O:23])=[O:24])[C:16]=3[CH2:15]2)[CH2:11][O:10]1. The catalyst class is: 4.